From a dataset of Full USPTO retrosynthesis dataset with 1.9M reactions from patents (1976-2016). Predict the reactants needed to synthesize the given product. (1) Given the product [F:1][C:2]([F:26])([F:25])[C:3]1[CH:4]=[C:5]([NH:13][C:14]2[C:23]3[C:18](=[CH:19][CH:20]=[CH:21][CH:22]=3)[C:17]([C:35]3[CH:36]=[CH:37][C:38]4[N:42]=[N:41][N:40]([C:43]([C:50]5[CH:51]=[CH:52][CH:53]=[CH:54][CH:55]=5)([C:56]5[CH:57]=[CH:58][CH:59]=[CH:60][CH:61]=5)[C:44]5[CH:49]=[CH:48][CH:47]=[CH:46][CH:45]=5)[C:39]=4[CH:62]=3)=[N:16][N:15]=2)[CH:6]=[C:7]([C:9]([F:12])([F:11])[F:10])[CH:8]=1, predict the reactants needed to synthesize it. The reactants are: [F:1][C:2]([F:26])([F:25])[C:3]1[CH:4]=[C:5]([NH:13][C:14]2[C:23]3[C:18](=[CH:19][CH:20]=[CH:21][CH:22]=3)[C:17](Cl)=[N:16][N:15]=2)[CH:6]=[C:7]([C:9]([F:12])([F:11])[F:10])[CH:8]=1.CC1(C)C(C)(C)OB([C:35]2[CH:36]=[CH:37][C:38]3[N:42]=[N:41][N:40]([C:43]([C:56]4[CH:61]=[CH:60][CH:59]=[CH:58][CH:57]=4)([C:50]4[CH:55]=[CH:54][CH:53]=[CH:52][CH:51]=4)[C:44]4[CH:49]=[CH:48][CH:47]=[CH:46][CH:45]=4)[C:39]=3[CH:62]=2)O1.[O-]P([O-])([O-])=O.[K+].[K+].[K+].[OH-].[Na+]. (2) Given the product [F:27][C:24]1[CH:25]=[CH:26][C:21]([N:18]2[CH2:19][CH2:20][N:15]([S:12]([C:5]3[C:6]4[C:11](=[CH:10][CH:9]=[CH:8][CH:7]=4)[C:2]([N:43]4[CH2:42][CH2:41][N:40]([C:38]([O:37][C:33]([CH3:36])([CH3:35])[CH3:34])=[O:39])[CH2:45][CH2:44]4)=[CH:3][CH:4]=3)(=[O:14])=[O:13])[C@H:16]([CH3:32])[CH2:17]2)=[C:22]([C:28]([F:31])([F:30])[F:29])[CH:23]=1, predict the reactants needed to synthesize it. The reactants are: Br[C:2]1[C:11]2[C:6](=[CH:7][CH:8]=[CH:9][CH:10]=2)[C:5]([S:12]([N:15]2[CH2:20][CH2:19][N:18]([C:21]3[CH:26]=[CH:25][C:24]([F:27])=[CH:23][C:22]=3[C:28]([F:31])([F:30])[F:29])[CH2:17][C@H:16]2[CH3:32])(=[O:14])=[O:13])=[CH:4][CH:3]=1.[C:33]([O:37][C:38]([N:40]1[CH2:45][CH2:44][N:43](C)[CH2:42][CH2:41]1)=[O:39])([CH3:36])([CH3:35])[CH3:34].CC(C)([O-])C.[Na+].C1(C)C=CC=CC=1.